From a dataset of Full USPTO retrosynthesis dataset with 1.9M reactions from patents (1976-2016). Predict the reactants needed to synthesize the given product. (1) Given the product [Cl:17][C:18]1[CH:27]=[CH:26][CH:25]=[C:24]([F:28])[C:19]=1[CH:20]([N:21]([CH3:23])[CH3:22])[C:15]1[C:14]2[C:9](=[CH:10][CH:11]=[CH:12][CH:13]=2)[NH:8][C:7]=1[C:1]1[CH:6]=[CH:5][CH:4]=[CH:3][CH:2]=1, predict the reactants needed to synthesize it. The reactants are: [C:1]1([C:7]2[NH:8][C:9]3[C:14]([CH:15]=2)=[CH:13][CH:12]=[CH:11][CH:10]=3)[CH:6]=[CH:5][CH:4]=[CH:3][CH:2]=1.[Cl-].[Cl:17][C:18]1[CH:27]=[CH:26][CH:25]=[C:24]([F:28])[C:19]=1[CH:20]=[N+:21]([CH3:23])[CH3:22].ClC1C=CC=C(F)C=1C=O.CNC. (2) Given the product [Cl:13][C:17]1[C:22]([Cl:23])=[CH:21][C:20]([N+:24]([O-:26])=[O:25])=[CH:19][N:18]=1, predict the reactants needed to synthesize it. The reactants are: N1C2C(=CC=CC=2)C=CC=1.O=P(Cl)(Cl)[Cl:13].O[C:17]1[C:22]([Cl:23])=[CH:21][C:20]([N+:24]([O-:26])=[O:25])=[CH:19][N:18]=1. (3) Given the product [NH2:15][C:12]1[CH:13]=[CH:14][C:9]([O:8][C:6]2[CH:5]=[CH:4][N:3]=[C:2]([NH:1][C:30]([CH:27]3[CH2:28][CH2:29][N:24]([C:22]([O:21][C:17]([CH3:20])([CH3:19])[CH3:18])=[O:23])[CH2:25][CH2:26]3)=[O:31])[CH:7]=2)=[CH:10][C:11]=1[Cl:16], predict the reactants needed to synthesize it. The reactants are: [NH2:1][C:2]1[CH:7]=[C:6]([O:8][C:9]2[CH:14]=[CH:13][C:12]([NH2:15])=[C:11]([Cl:16])[CH:10]=2)[CH:5]=[CH:4][N:3]=1.[C:17]([O:21][C:22]([N:24]1[CH2:29][CH2:28][CH:27]([C:30](O)=[O:31])[CH2:26][CH2:25]1)=[O:23])([CH3:20])([CH3:19])[CH3:18].F[P-](F)(F)(F)(F)F.N1(O[P+](N(C)C)(N(C)C)N(C)C)C2C=CC=CC=2N=N1.C(N(CC)CC)C. (4) Given the product [CH3:10][C:11]1[NH:1][C:2]2=[CH:3][N:4]=[CH:5][CH:6]=[C:7]2[CH:8]=1, predict the reactants needed to synthesize it. The reactants are: [NH2:1][C:2]1[CH:3]=[N:4][CH:5]=[CH:6][C:7]=1[CH3:8].[Li][CH:10](CC)[CH3:11].C(OCC)(=O)C.[NH4+].[Cl-]. (5) Given the product [C:1]([O:5][C:6](=[O:21])[NH:7][C:8]1[CH:13]=[CH:12][C:11]([C:14](=[O:27])[CH:15]=[CH:16][N:17]([CH3:18])[CH3:19])=[C:10]([Cl:20])[CH:9]=1)([CH3:4])([CH3:2])[CH3:3], predict the reactants needed to synthesize it. The reactants are: [C:1]([O:5][C:6](=[O:21])[NH:7][C:8]1[CH:13]=[CH:12][C:11]([C:14]#[C:15][CH2:16][N:17]([CH3:19])[CH3:18])=[C:10]([Cl:20])[CH:9]=1)([CH3:4])([CH3:3])[CH3:2].ClC1C=C(C=CC=1)C(OO)=[O:27].CO.